Task: Predict the reaction yield, written as a fraction of the theoretical maximum amount of product (1.0 means a 100% yield; for example, 0.34 means a 34% yield).. Dataset: Reaction yield outcomes from USPTO patents with 853,638 reactions (1) The reactants are Cl[C:2]1[CH:3]=[C:4]([NH:10][C:11]2[CH:16]=[CH:15][C:14]([C@@H:17]3[CH2:21][CH2:20][N:19]([CH3:22])[CH2:18]3)=[CH:13][N:12]=2)[C:5](=[O:9])[N:6]([CH3:8])[N:7]=1.B1(B2OC(C)(C)C(C)(C)O2)OC(C)(C)C(C)(C)O1.[C:41]([O-:44])(=[O:43])[CH3:42].[K+].CC(C1C=C(C(C)C)C(C2C=CC=CC=2P(C2CCCCC2)C2CCCCC2)=C(C(C)C)C=1)C.[C:80]([C:84]1[CH:85]=[C:86]2[C:91](=[CH:92][CH:93]=1)[C:90](=[O:94])[N:89]([C:95]1[CH:100]=[CH:99][CH:98]=[C:97](C3C=C(NC4C=CC([C@@H]5CCCN5C)=CN=4)C(=O)N(C)N=3)[C:96]=1[CH2:122]O)[N:88]=[CH:87]2)([CH3:83])([CH3:82])[CH3:81].C(=O)([O-])[O-].[K+].[K+].C1(P(C2CCCCC2)C2CCCCC2)CCCCC1. The yield is 0.260. The catalyst is C([O-])(=O)C.[Pd+2].C([O-])(=O)C.C1C=CC(/C=C/C(/C=C/C2C=CC=CC=2)=O)=CC=1.C1C=CC(/C=C/C(/C=C/C2C=CC=CC=2)=O)=CC=1.[Pd].O.O1CCOCC1. The product is [C:80]([C:84]1[CH:85]=[C:86]2[C:91](=[CH:92][CH:93]=1)[C:90](=[O:94])[N:89]([C:95]1[CH:100]=[CH:99][CH:98]=[C:97]([C:2]3[CH:3]=[C:4]([NH:10][C:11]4[CH:16]=[CH:15][C:14]([C@@H:17]5[CH2:21][CH2:20][N:19]([CH3:22])[CH2:18]5)=[CH:13][N:12]=4)[C:5](=[O:9])[N:6]([CH3:8])[N:7]=3)[C:96]=1[CH2:122][O:43][C:41](=[O:44])[CH3:42])[N:88]=[CH:87]2)([CH3:83])([CH3:81])[CH3:82]. (2) The reactants are [F:1][C:2]1[CH:7]=[CH:6][CH:5]=[C:4]([F:8])[C:3]=1[N:9]1[C:14]2[N:15]=[C:16]([NH:27][CH2:28][C:29]([NH:31][CH2:32][CH2:33][O:34]C)=[O:30])[N:17]=[C:18]([C:19]3[CH:24]=[CH:23][C:22]([F:25])=[CH:21][C:20]=3[CH3:26])[C:13]=2[CH:12]=[CH:11][C:10]1=[O:36].B(Br)(Br)Br.O. The catalyst is ClCCl. The product is [F:1][C:2]1[CH:7]=[CH:6][CH:5]=[C:4]([F:8])[C:3]=1[N:9]1[C:14]2[N:15]=[C:16]([NH:27][CH2:28][C:29]([NH:31][CH2:32][CH2:33][OH:34])=[O:30])[N:17]=[C:18]([C:19]3[CH:24]=[CH:23][C:22]([F:25])=[CH:21][C:20]=3[CH3:26])[C:13]=2[CH:12]=[CH:11][C:10]1=[O:36]. The yield is 0.620. (3) The yield is 0.118. The reactants are [C:18]1(P([C:14]2[CH:19]=[CH:18][CH:17]=[CH:16]C=2)[C:18]2[CH:19]=[CH:14]C=[CH:16][CH:17]=2)[CH:19]=[CH:14]C=[CH:16][CH:17]=1.CC(O[C:24](/[N:26]=[N:27]/[C:28](OC(C)C)=O)=O)C.O[CH:35]1[CH2:40][CH2:39][N:38]([CH3:41])[CH2:37][CH2:36]1.[CH2:42]([Cl:44])Cl. No catalyst specified. The product is [Cl:44][C:42]1[CH:16]=[CH:17][C:18]([C:28]2[C:36]3[CH:37]=[N:38][CH:39]=[CH:40][C:24]=3[N:26]([CH:35]3[CH2:40][CH2:39][N:38]([CH3:41])[CH2:37][CH2:36]3)[N:27]=2)=[CH:19][CH:14]=1. (4) The reactants are [F:1][C:2]1[CH:3]=[C:4]([C@@H:12]([C@@H:32]2[CH2:36][CH2:35][CH2:34][N:33]2C(OC(C)(C)C)=O)[C:13]([N:15]2[CH2:20][CH2:19][N:18]([C:21]3[C:22]4[C@H:29]([CH3:30])[CH2:28][C@@H:27]([OH:31])[C:23]=4[N:24]=[CH:25][N:26]=3)[CH2:17][CH2:16]2)=[O:14])[CH:5]=[CH:6][C:7]=1[C:8]([F:11])([F:10])[F:9].CO.Cl.O1CCOCC1. The catalyst is ClCCl. The product is [F:1][C:2]1[CH:3]=[C:4]([C@@H:12]([C@@H:32]2[CH2:36][CH2:35][CH2:34][NH:33]2)[C:13]([N:15]2[CH2:16][CH2:17][N:18]([C:21]3[C:22]4[C@H:29]([CH3:30])[CH2:28][C@@H:27]([OH:31])[C:23]=4[N:24]=[CH:25][N:26]=3)[CH2:19][CH2:20]2)=[O:14])[CH:5]=[CH:6][C:7]=1[C:8]([F:10])([F:9])[F:11]. The yield is 0.990. (5) The reactants are C([C@H:4]1[CH2:7][C@H:6]([N:8]2[C:13](=[O:14])[C:12]([CH2:15][C:16]3[CH:21]=[CH:20][C:19]([C:22]4[C:23]([C:28]#[N:29])=[CH:24][CH:25]=[CH:26][CH:27]=4)=[CH:18][C:17]=3[F:30])=[C:11]([CH2:31][CH2:32][CH3:33])[N:10]3[N:34]=[CH:35][N:36]=[C:9]23)[CH2:5]1)(=O)C.OO.FC(F)(F)C(OC(=O)C(F)(F)F)=[O:42].C(=O)([O-])O.[Na+].S([O-])([O-])(=O)=S.[Na+].[Na+]. The catalyst is C(Cl)(Cl)Cl. The product is [F:30][C:17]1[CH:18]=[C:19]([C:22]2[C:23]([C:28]#[N:29])=[CH:24][CH:25]=[CH:26][CH:27]=2)[CH:20]=[CH:21][C:16]=1[CH2:15][C:12]1[C:13](=[O:14])[N:8]([C@H:6]2[CH2:5][C@H:4]([OH:42])[CH2:7]2)[C:9]2[N:10]([N:34]=[CH:35][N:36]=2)[C:11]=1[CH2:31][CH2:32][CH3:33]. The yield is 0.620. (6) The reactants are [CH:1]([N:4]1[C:8]([C:9]2[CH:10]=[C:11]3[N:17]([N:18]=2)[C:16]2[CH:19]=[C:20]([C:23](O)=[O:24])[CH:21]=[CH:22][C:15]=2[O:14][CH2:13][CH2:12]3)=[N:7][CH:6]=[N:5]1)([CH3:3])[CH3:2].CCN(C(C)C)C(C)C.CN(C(ON1N=NC2C=CC=NC1=2)=[N+](C)C)C.F[P-](F)(F)(F)(F)F.C1C=CC2N(O)N=NC=2C=1.[NH2:69][CH2:70][C:71]([CH3:74])([OH:73])[CH3:72]. The catalyst is CN(C=O)C. The product is [OH:73][C:71]([CH3:74])([CH3:72])[CH2:70][NH:69][C:23]([C:20]1[CH:21]=[CH:22][C:15]2[O:14][CH2:13][CH2:12][C:11]3[N:17]([N:18]=[C:9]([C:8]4[N:4]([CH:1]([CH3:2])[CH3:3])[N:5]=[CH:6][N:7]=4)[CH:10]=3)[C:16]=2[CH:19]=1)=[O:24]. The yield is 0.670. (7) The reactants are Br[CH2:2][C:3]1[CH:8]=[CH:7][C:6]([C:9]2[CH:10]=[C:11]([C:21]([NH:23][CH2:24][C:25]3[C:26](=[O:33])[NH:27][C:28]([CH3:32])=[CH:29][C:30]=3[CH3:31])=[O:22])[C:12]3[CH:17]=[N:16][N:15]([CH:18]([CH3:20])[CH3:19])[C:13]=3[N:14]=2)=[CH:5][CH:4]=1.[NH:34]1[CH2:39][CH2:38][O:37][CH2:36][CH2:35]1.O.CCOC(C)=O. The catalyst is CN(C=O)C. The product is [CH3:31][C:30]1[CH:29]=[C:28]([CH3:32])[NH:27][C:26](=[O:33])[C:25]=1[CH2:24][NH:23][C:21]([C:11]1[C:12]2[CH:17]=[N:16][N:15]([CH:18]([CH3:19])[CH3:20])[C:13]=2[N:14]=[C:9]([C:6]2[CH:7]=[CH:8][C:3]([CH2:2][N:34]3[CH2:39][CH2:38][O:37][CH2:36][CH2:35]3)=[CH:4][CH:5]=2)[CH:10]=1)=[O:22]. The yield is 0.150.